From a dataset of Reaction yield outcomes from USPTO patents with 853,638 reactions. Predict the reaction yield, written as a fraction of the theoretical maximum amount of product (1.0 means a 100% yield; for example, 0.34 means a 34% yield). The product is [Cl:1][C:2]1[CH:7]=[CH:6][C:5]([NH:8][S:9]([CH2:12][CH2:13][CH3:14])(=[O:11])=[O:10])=[C:4]([F:15])[C:3]=1[NH:16][C:17]([NH:19][C:20]1[CH:25]=[C:24]([NH:28][CH3:27])[N:23]=[CH:22][N:21]=1)=[O:18]. The catalyst is ClCCCl. The yield is 0.160. The reactants are [Cl:1][C:2]1[CH:7]=[CH:6][C:5]([NH:8][S:9]([CH2:12][CH2:13][CH3:14])(=[O:11])=[O:10])=[C:4]([F:15])[C:3]=1[NH:16][C:17]([NH:19][C:20]1[CH:25]=[C:24](Cl)[N:23]=[CH:22][N:21]=1)=[O:18].[CH3:27][NH2:28].